Predict the reaction yield, written as a fraction of the theoretical maximum amount of product (1.0 means a 100% yield; for example, 0.34 means a 34% yield). From a dataset of Reaction yield outcomes from USPTO patents with 853,638 reactions. (1) The product is [F:13][C:12]([F:15])([F:14])[O:11][C:4]1[CH:3]=[C:2]([CH:16]=[CH2:17])[CH:10]=[CH:9][C:5]=1[C:6]([OH:8])=[O:7]. The catalyst is CS(C)=O.O. The reactants are Br[C:2]1[CH:10]=[CH:9][C:5]([C:6]([OH:8])=[O:7])=[C:4]([O:11][C:12]([F:15])([F:14])[F:13])[CH:3]=1.[CH:16]([B-](F)(F)F)=[CH2:17].[K+].C(=O)([O-])[O-].[K+].[K+]. The yield is 0.470. (2) The reactants are [CH3:1][O:2][C:3]1[CH:9]=[CH:8][C:7]([C:10]([F:13])([F:12])[F:11])=[CH:6][C:4]=1[NH2:5].C1N=CN([C:19](N2C=NC=C2)=[O:20])C=1.[CH3:26][NH:27][C:28]([C:30]1[CH:35]=[C:34]([O:36][C:37]2[CH:43]=[CH:42][C:40]([NH2:41])=[CH:39][CH:38]=2)[CH:33]=[CH:32][N:31]=1)=[O:29].O. The catalyst is C(Cl)Cl. The product is [CH3:1][O:2][C:3]1[CH:9]=[CH:8][C:7]([C:10]([F:11])([F:12])[F:13])=[CH:6][C:4]=1[NH:5][C:19]([NH:41][C:40]1[CH:42]=[CH:43][C:37]([O:36][C:34]2[CH:33]=[CH:32][N:31]=[C:30]([C:28](=[O:29])[NH:27][CH3:26])[CH:35]=2)=[CH:38][CH:39]=1)=[O:20]. The yield is 0.300.